This data is from Forward reaction prediction with 1.9M reactions from USPTO patents (1976-2016). The task is: Predict the product of the given reaction. (1) The product is: [CH3:1][O:2][C:3]([C:5]1[C:9]2[C:10](=[S:27])[NH:11][CH2:12][CH2:13][C:8]=2[N:7]([CH2:15][CH2:16][C:17]2[CH:22]=[CH:21][C:20]([N+:23]([O-:25])=[O:24])=[CH:19][CH:18]=2)[CH:6]=1)=[O:4]. Given the reactants [CH3:1][O:2][C:3]([C:5]1[C:9]2[C:10](=O)[NH:11][CH2:12][CH2:13][C:8]=2[N:7]([CH2:15][CH2:16][C:17]2[CH:22]=[CH:21][C:20]([N+:23]([O-:25])=[O:24])=[CH:19][CH:18]=2)[CH:6]=1)=[O:4].P12(SP3(SP(SP(S3)(S1)=S)(=S)S2)=S)=[S:27], predict the reaction product. (2) Given the reactants [NH2:1][C:2]1[CH:21]=[CH:20][C:5]2[N:6]=[C:7]([C:9]3[CH:19]=[CH:18][C:12]4C(C)CN[O:16][C:11]=4[CH:10]=3)[NH:8][C:4]=2[CH:3]=1.[O:22]1[CH2:27][CH2:26][N:25]([C:28]2[CH:36]=[CH:35][C:31]([C:32]([OH:34])=O)=[CH:30][CH:29]=2)[CH2:24][CH2:23]1, predict the reaction product. The product is: [CH3:7][N:6]1[CH2:5][CH2:4][O:16][C:11]2[CH:10]=[C:9]([C:7]3[NH:6][C:5]4[CH:20]=[CH:21][C:2]([NH:1][C:32](=[O:34])[C:31]5[CH:30]=[CH:29][C:28]([N:25]6[CH2:24][CH2:23][O:22][CH2:27][CH2:26]6)=[CH:36][CH:35]=5)=[CH:3][C:4]=4[N:8]=3)[CH:19]=[CH:18][C:12]1=2. (3) Given the reactants C([O:4][C@@H:5]1[C@@H:10]([O:11]C(=O)C)[C@H:9]([O:15]C(=O)C)[C@@H:8]([CH2:19][O:20]C(=O)C)[O:7][C@H:6]1[O:24][C:25]1[C:29]([CH2:30][C:31]2[CH:36]=[CH:35][C:34]([O:37][CH2:38][CH2:39][C:40](O)=[O:41])=[CH:33][C:32]=2[CH3:43])=[C:28]([CH:44]([CH3:46])[CH3:45])[NH:27][N:26]=1)(=O)C.Cl.[NH2:48][C@@H:49]([CH2:53][CH2:54][CH2:55][CH2:56][NH:57]C(OCC1C=CC=CC=1)=O)[C:50]([NH2:52])=[O:51].C(N1CCNCC1)C1C=CC=CC=1, predict the reaction product. The product is: [NH2:57][CH2:56][CH2:55][CH2:54][CH2:53][C@H:49]([NH:48][C:40]([CH2:39][CH2:38][O:37][C:34]1[CH:35]=[CH:36][C:31]([CH2:30][C:29]2[C:25]([O:24][C@@H:6]3[O:7][C@H:8]([CH2:19][OH:20])[C@@H:9]([OH:15])[C@H:10]([OH:11])[C@H:5]3[OH:4])=[N:26][NH:27][C:28]=2[CH:44]([CH3:46])[CH3:45])=[C:32]([CH3:43])[CH:33]=1)=[O:41])[C:50](=[O:51])[NH2:52]. (4) Given the reactants C(=O)([O-])[O-].[Cs+].[Cs+].C1(P(C2CCCCC2)C2C(OC)=CC=C(OC)C=2C2C(C(C)C)=CC(C(C)C)=CC=2C(C)C)CCCCC1.Cl[C:46]1[CH:55]=[C:54]2[C:49]([CH:50]=[C:51]([C:57]3[CH:58]=[N:59][CH:60]=[C:61]([F:64])[C:62]=3[CH3:63])[N+:52]([O-:56])=[CH:53]2)=[CH:48][N:47]=1.[CH:65]1([C:68]([NH2:70])=[O:69])[CH2:67][CH2:66]1, predict the reaction product. The product is: [CH:65]1([C:68]([NH:70][C:46]2[CH:55]=[C:54]3[C:49]([CH:50]=[C:51]([C:57]4[CH:58]=[N:59][CH:60]=[C:61]([F:64])[C:62]=4[CH3:63])[N+:52]([O-:56])=[CH:53]3)=[CH:48][N:47]=2)=[O:69])[CH2:67][CH2:66]1. (5) Given the reactants Cl.[CH3:2][O:3][C:4]1[CH:5]=[C:6]([C:12]2[C:13]([CH3:25])([CH3:24])[C:14](=[O:23])[N:15]([CH:17]3[CH2:22][CH2:21][NH:20][CH2:19][CH2:18]3)[N:16]=2)[CH:7]=[CH:8][C:9]=1[O:10][CH3:11].[C:26]([C:30]1[CH:35]=[CH:34][C:33]([S:36](Cl)(=[O:38])=[O:37])=[CH:32][CH:31]=1)([CH3:29])([CH3:28])[CH3:27], predict the reaction product. The product is: [C:26]([C:30]1[CH:35]=[CH:34][C:33]([S:36]([N:20]2[CH2:21][CH2:22][CH:17]([N:15]3[C:14](=[O:23])[C:13]([CH3:25])([CH3:24])[C:12]([C:6]4[CH:7]=[CH:8][C:9]([O:10][CH3:11])=[C:4]([O:3][CH3:2])[CH:5]=4)=[N:16]3)[CH2:18][CH2:19]2)(=[O:38])=[O:37])=[CH:32][CH:31]=1)([CH3:29])([CH3:27])[CH3:28]. (6) Given the reactants [CH3:1][C:2]1[N:6]([C:7]2[C:15]3[O:14][CH2:13][C@@H:12]([N:16](C(=O)C(F)(F)F)[C:17]4[CH:30]=[CH:29][C:20]5[C@H:21]([CH2:24][C:25]([O:27]C)=[O:26])[CH2:22][O:23][C:19]=5[CH:18]=4)[C:11]=3[CH:10]=[CH:9][CH:8]=2)[C:5]2[CH:37]=[CH:38][CH:39]=[CH:40][C:4]=2[N:3]=1.[OH-].[Na+].Cl.C(O)(=O)CC(CC(O)=O)(C(O)=O)O.C(=O)([O-])O.[Na+], predict the reaction product. The product is: [CH3:1][C:2]1[N:6]([C:7]2[C:15]3[O:14][CH2:13][C@@H:12]([NH:16][C:17]4[CH:30]=[CH:29][C:20]5[C@H:21]([CH2:24][C:25]([OH:27])=[O:26])[CH2:22][O:23][C:19]=5[CH:18]=4)[C:11]=3[CH:10]=[CH:9][CH:8]=2)[C:5]2[CH:37]=[CH:38][CH:39]=[CH:40][C:4]=2[N:3]=1. (7) Given the reactants [CH3:1][C:2]1[CH:7]=[CH:6][CH:5]=[CH:4][C:3]=1[N:8]1[C:12](=[O:13])[N:11]([CH3:14])[N:10]=[N:9]1.[Br:15]N1C(=O)CCC1=O, predict the reaction product. The product is: [Br:15][CH2:1][C:2]1[CH:7]=[CH:6][CH:5]=[CH:4][C:3]=1[N:8]1[C:12](=[O:13])[N:11]([CH3:14])[N:10]=[N:9]1.